Task: Regression. Given a peptide amino acid sequence and an MHC pseudo amino acid sequence, predict their binding affinity value. This is MHC class I binding data.. Dataset: Peptide-MHC class I binding affinity with 185,985 pairs from IEDB/IMGT The peptide sequence is KVVDTFISY. The MHC is HLA-A33:01 with pseudo-sequence HLA-A33:01. The binding affinity (normalized) is 0.130.